From a dataset of Reaction yield outcomes from USPTO patents with 853,638 reactions. Predict the reaction yield, written as a fraction of the theoretical maximum amount of product (1.0 means a 100% yield; for example, 0.34 means a 34% yield). The reactants are Br[CH2:2][CH2:3][CH2:4][O:5][C:6]1[CH:7]=[C:8]([CH2:12][C:13]([O:15][CH3:16])=[O:14])[CH:9]=[CH:10][CH:11]=1.[Cl:17][C:18]1[C:39]([C:40]([F:43])([F:42])[F:41])=[CH:38][CH:37]=[CH:36][C:19]=1[CH2:20][NH:21][CH2:22][CH:23]([C:30]1[CH:35]=[CH:34][CH:33]=[CH:32][CH:31]=1)[C:24]1[CH:29]=[CH:28][CH:27]=[CH:26][CH:25]=1.C(=O)([O-])[O-].[K+].[K+]. The catalyst is C(#N)C. The product is [Cl:17][C:18]1[C:39]([C:40]([F:41])([F:42])[F:43])=[CH:38][CH:37]=[CH:36][C:19]=1[CH2:20][N:21]([CH2:22][CH:23]([C:30]1[CH:35]=[CH:34][CH:33]=[CH:32][CH:31]=1)[C:24]1[CH:29]=[CH:28][CH:27]=[CH:26][CH:25]=1)[CH2:2][CH2:3][CH2:4][O:5][C:6]1[CH:7]=[C:8]([CH2:12][C:13]([O:15][CH3:16])=[O:14])[CH:9]=[CH:10][CH:11]=1. The yield is 0.810.